Task: Predict which catalyst facilitates the given reaction.. Dataset: Catalyst prediction with 721,799 reactions and 888 catalyst types from USPTO (1) Reactant: Cl.CN(C)CCCN=C=NCC.[N:13]1[C:21]2[C:16](=[N:17][CH:18]=[CH:19][CH:20]=2)N(O)N=1.[Cl:23][C:24]1[CH:34]=[C:33]([C:35]2[CH2:40][CH2:39][C:38](=[O:41])[NH:37][N:36]=2)[CH:32]=[CH:31][C:25]=1[O:26][CH2:27][C:28]([OH:30])=O.NCCNC(=O)CC[C:49]1[CH:54]=[CH:53][C:52]([O:55][CH2:56][C@@H:57]([OH:63])[CH2:58][NH:59][CH:60]([CH3:62])[CH3:61])=[CH:51][CH:50]=1.[OH-:65].[Na+]. Product: [Cl:23][C:24]1[CH:34]=[C:33]([C:35]2[CH2:40][CH2:39][C:38](=[O:41])[NH:37][N:36]=2)[CH:32]=[CH:31][C:25]=1[O:26][CH2:27][C:28]([NH:13][CH2:21][CH2:16][NH:17][C:18](=[O:65])[CH:19]([C:49]1[CH:54]=[CH:53][C:52]([O:55][CH2:56][C@@H:57]([OH:63])[CH2:58][NH:59][CH:60]([CH3:61])[CH3:62])=[CH:51][CH:50]=1)[CH3:20])=[O:30]. The catalyst class is: 35. (2) Reactant: [Cl:1][C:2]1[CH:20]=[C:19]([N+:21]([O-])=O)[CH:18]=[CH:17][C:3]=1[O:4][C:5]1[C:10]2[CH:11]=[C:12]([C:14]([NH2:16])=O)[O:13][C:9]=2[CH:8]=[CH:7][CH:6]=1.O.C(=O)([O-])O.[Na+]. Product: [NH2:21][C:19]1[CH:18]=[CH:17][C:3]([O:4][C:5]2[C:10]3[CH:11]=[C:12]([C:14]#[N:16])[O:13][C:9]=3[CH:8]=[CH:7][CH:6]=2)=[C:2]([Cl:1])[CH:20]=1. The catalyst class is: 286. (3) Reactant: C(OC([N:8]1[CH2:13][CH2:12][CH2:11][CH:10]([C:14]([OH:16])=[O:15])[CH2:9]1)=O)(C)(C)C.C(O)(C(F)(F)F)=O. Product: [NH:8]1[CH2:13][CH2:12][CH2:11][CH:10]([C:14]([OH:16])=[O:15])[CH2:9]1. The catalyst class is: 2. (4) Reactant: [CH3:1][CH:2]1[C:8]2=[C:9]3[C:13](=[CH:14][CH:15]=[C:7]2[O:6][CH2:5][CH2:4][N:3]1[C:16]([O:18][C:19]([CH3:22])([CH3:21])[CH3:20])=[O:17])[NH:12][CH:11]=[CH:10]3.[H-].[Na+].[CH3:25][C:26]1[CH:31]=[CH:30][CH:29]=[CH:28][C:27]=1[S:32](Cl)(=[O:34])=[O:33]. Product: [CH3:1][CH:2]1[C:8]2=[C:9]3[C:13](=[CH:14][CH:15]=[C:7]2[O:6][CH2:5][CH2:4][N:3]1[C:16]([O:18][C:19]([CH3:21])([CH3:20])[CH3:22])=[O:17])[N:12]([S:32]([C:27]1[CH:28]=[CH:29][CH:30]=[CH:31][C:26]=1[CH3:25])(=[O:34])=[O:33])[CH:11]=[CH:10]3. The catalyst class is: 3.